This data is from Forward reaction prediction with 1.9M reactions from USPTO patents (1976-2016). The task is: Predict the product of the given reaction. (1) Given the reactants [NH:1]1[CH2:5][CH2:4][C@H:3]([OH:6])[CH2:2]1.Br[C:8]1[CH:9]=[N:10][C:11]([N:14]2[CH2:19][CH2:18][CH:17]([C:20]3[C:29]([CH:30]([F:41])[C:31]4[CH:36]=[CH:35][C:34]([C:37]([F:40])([F:39])[F:38])=[CH:33][CH:32]=4)=[C:28]([CH:42]4[CH2:47][CH2:46][C:45]([F:49])([F:48])[CH2:44][CH2:43]4)[C:27]4[CH:26]([O:50]CC5C=CC(OC)=CC=5)[CH2:25][C:24]([CH3:61])([CH3:60])[CH2:23][C:22]=4[N:21]=3)[CH2:16][CH2:15]2)=[N:12][CH:13]=1, predict the reaction product. The product is: [F:49][C:45]1([F:48])[CH2:44][CH2:43][CH:42]([C:28]2[C:27]3[CH:26]([OH:50])[CH2:25][C:24]([CH3:60])([CH3:61])[CH2:23][C:22]=3[N:21]=[C:20]([CH:17]3[CH2:16][CH2:15][N:14]([C:11]4[N:12]=[CH:13][C:8]([N:1]5[CH2:5][CH2:4][C@H:3]([OH:6])[CH2:2]5)=[CH:9][N:10]=4)[CH2:19][CH2:18]3)[C:29]=2[CH:30]([F:41])[C:31]2[CH:32]=[CH:33][C:34]([C:37]([F:38])([F:40])[F:39])=[CH:35][CH:36]=2)[CH2:47][CH2:46]1. (2) Given the reactants [Cl:1][C:2]1[C:3]([CH3:23])=[CH:4][C:5]([N+:20]([O-])=O)=[C:6]([NH:8][CH2:9][CH2:10][CH2:11][CH2:12][CH2:13][CH2:14][C:15]([O:17][CH2:18][CH3:19])=[O:16])[CH:7]=1.[H][H], predict the reaction product. The product is: [NH2:20][C:5]1[CH:4]=[C:3]([CH3:23])[C:2]([Cl:1])=[CH:7][C:6]=1[NH:8][CH2:9][CH2:10][CH2:11][CH2:12][CH2:13][CH2:14][C:15]([O:17][CH2:18][CH3:19])=[O:16]. (3) The product is: [CH3:30][O:29][C:17]1[CH:18]=[C:19]([N:22]2[CH2:23][CH2:24][N:25]([CH3:28])[CH2:26][CH2:27]2)[CH:20]=[CH:21][C:16]=1[NH:15][C:8]1[N:7]=[C:6]([O:5][C:4]2[CH:3]=[C:2]([NH:1][C:43](=[O:46])[CH:44]=[CH2:45])[CH:33]=[CH:32][CH:31]=2)[C:11]2=[CH:12][CH:13]=[CH:14][N:10]2[N:9]=1. Given the reactants [NH2:1][C:2]1[CH:3]=[C:4]([CH:31]=[CH:32][CH:33]=1)[O:5][C:6]1[C:11]2=[CH:12][CH:13]=[CH:14][N:10]2[N:9]=[C:8]([NH:15][C:16]2[CH:21]=[CH:20][C:19]([N:22]3[CH2:27][CH2:26][N:25]([CH3:28])[CH2:24][CH2:23]3)=[CH:18][C:17]=2[O:29][CH3:30])[N:7]=1.CCN(C(C)C)C(C)C.[C:43](Cl)(=[O:46])[CH:44]=[CH2:45], predict the reaction product. (4) Given the reactants [NH2:1][C:2]1[C:11]2[C:6](=[C:7](I)[CH:8]=[CH:9][CH:10]=2)[N:5]=[N:4][C:3]=1[C:13]([NH:15][CH2:16][CH2:17][CH3:18])=[O:14].[CH3:19][C:20]1[CH:25]=[CH:24][C:23]([Sn](C)(C)C)=[CH:22][N:21]=1, predict the reaction product. The product is: [NH2:1][C:2]1[C:11]2[C:6](=[C:7]([C:23]3[CH:22]=[N:21][C:20]([CH3:19])=[CH:25][CH:24]=3)[CH:8]=[CH:9][CH:10]=2)[N:5]=[N:4][C:3]=1[C:13]([NH:15][CH2:16][CH2:17][CH3:18])=[O:14].